Regression. Given two drug SMILES strings and cell line genomic features, predict the synergy score measuring deviation from expected non-interaction effect. From a dataset of NCI-60 drug combinations with 297,098 pairs across 59 cell lines. (1) Drug 1: CC1=CC2C(CCC3(C2CCC3(C(=O)C)OC(=O)C)C)C4(C1=CC(=O)CC4)C. Drug 2: B(C(CC(C)C)NC(=O)C(CC1=CC=CC=C1)NC(=O)C2=NC=CN=C2)(O)O. Cell line: MALME-3M. Synergy scores: CSS=0.550, Synergy_ZIP=0.0802, Synergy_Bliss=-1.48, Synergy_Loewe=-17.1, Synergy_HSA=-5.63. (2) Drug 1: CC1=C2C(C(=O)C3(C(CC4C(C3C(C(C2(C)C)(CC1OC(=O)C(C(C5=CC=CC=C5)NC(=O)OC(C)(C)C)O)O)OC(=O)C6=CC=CC=C6)(CO4)OC(=O)C)OC)C)OC. Drug 2: C1=CC(=CC=C1CC(C(=O)O)N)N(CCCl)CCCl.Cl. Cell line: A549. Synergy scores: CSS=63.6, Synergy_ZIP=7.05, Synergy_Bliss=7.02, Synergy_Loewe=0.249, Synergy_HSA=9.79.